Dataset: Reaction yield outcomes from USPTO patents with 853,638 reactions. Task: Predict the reaction yield, written as a fraction of the theoretical maximum amount of product (1.0 means a 100% yield; for example, 0.34 means a 34% yield). (1) The reactants are [NH:1]1[C:9]2[C:4](=[CH:5][CH:6]=[CH:7][CH:8]=2)[C:3](/[CH:10]=[CH:11]/[C:12]2[CH:17]=[CH:16][CH:15]=[CH:14][C:13]=2[NH:18][C:19]([C:21]2[N:29]=[CH:28][CH:27]=[CH:26][C:22]=2[C:23]([OH:25])=O)=[O:20])=[N:2]1.N1C2C(=CC=CC=2)C(/C=C/C2C=CC=CC=2NC(C2C(C(O)=O)=NC=CC=2)=O)=N1.O.ON1C2C=CC=CC=2N=N1.C(Cl)CCl. The catalyst is C1COCC1.O. The product is [NH:1]1[C:9]2[C:4](=[CH:5][CH:6]=[CH:7][CH:8]=2)[C:3](/[CH:10]=[CH:11]/[C:12]2[CH:17]=[CH:16][CH:15]=[CH:14][C:13]=2[N:18]2[C:23](=[O:25])[C:22]3[C:21](=[N:29][CH:28]=[CH:27][CH:26]=3)[C:19]2=[O:20])=[N:2]1. The yield is 0.380. (2) The reactants are [OH:1][C@@H:2]1[CH2:7][CH2:6][CH2:5][N:4]([C:8]([O:10][C:11]([CH3:14])([CH3:13])[CH3:12])=[O:9])[CH2:3]1.[H-].[Na+].Cl[C:18]1[N:23]=[C:22]([C:24]2[C:32]3[C:27](=[CH:28][N:29]=[C:30]([C:33]4[CH:34]=[N:35][N:36]([CH3:38])[CH:37]=4)[CH:31]=3)[N:26]([CH:39]3[CH2:44][CH2:43][CH2:42][CH2:41][O:40]3)[N:25]=2)[CH:21]=[CH:20][CH:19]=1. The catalyst is CN(C=O)C. The product is [CH3:38][N:36]1[CH:37]=[C:33]([C:30]2[CH:31]=[C:32]3[C:24]([C:22]4[N:23]=[C:18]([O:1][C@@H:2]5[CH2:7][CH2:6][CH2:5][N:4]([C:8]([O:10][C:11]([CH3:14])([CH3:13])[CH3:12])=[O:9])[CH2:3]5)[CH:19]=[CH:20][CH:21]=4)=[N:25][N:26]([CH:39]4[CH2:44][CH2:43][CH2:42][CH2:41][O:40]4)[C:27]3=[CH:28][N:29]=2)[CH:34]=[N:35]1. The yield is 0.279. (3) The reactants are [CH2:1]([O:3][C:4](=[O:39])[CH2:5][CH2:6][CH2:7][O:8][C:9]1[CH:14]=[CH:13][CH:12]=[C:11]([CH2:15][CH2:16][CH2:17][CH2:18][CH2:19][CH2:20][O:21][C:22]2[CH:27]=[C:26]([O:28][CH2:29][CH3:30])[CH:25]=[C:24](Br)[CH:23]=2)[C:10]=1[CH2:32][CH2:33][C:34]([O:36][CH2:37][CH3:38])=[O:35])[CH3:2].[F:40][C:41]1[CH:42]=[C:43](B(O)O)[CH:44]=[CH:45][CH:46]=1.C(=O)([O-])[O-].[Cs+].[Cs+]. The catalyst is C1C=CC(P(C2C=CC=CC=2)[C-]2C=CC=C2)=CC=1.C1C=CC(P(C2C=CC=CC=2)[C-]2C=CC=C2)=CC=1.Cl[Pd]Cl.[Fe+2]. The product is [CH2:1]([O:3][C:4](=[O:39])[CH2:5][CH2:6][CH2:7][O:8][C:9]1[CH:14]=[CH:13][CH:12]=[C:11]([CH2:15][CH2:16][CH2:17][CH2:18][CH2:19][CH2:20][O:21][C:22]2[CH:23]=[C:24]([C:45]3[CH:44]=[CH:43][CH:42]=[C:41]([F:40])[CH:46]=3)[CH:25]=[C:26]([O:28][CH2:29][CH3:30])[CH:27]=2)[C:10]=1[CH2:32][CH2:33][C:34]([O:36][CH2:37][CH3:38])=[O:35])[CH3:2]. The yield is 0.700. (4) The product is [F:30][C:26]1[CH:27]=[C:28]2[C:23](=[CH:24][CH:25]=1)[NH:22][CH2:21][CH:20]([NH:19][C:51]([C:49]1[NH:48][C:47]3[S:54][CH:44]=[CH:45][C:46]=3[CH:50]=1)=[O:52])[CH2:29]2. The catalyst is CN(C=O)C.O. The yield is 0.840. The reactants are CCN(CC)CC.C1C=CC2N(O)N=NC=2C=1.Cl.[NH2:19][CH:20]1[CH2:29][C:28]2[C:23](=[CH:24][CH:25]=[C:26]([F:30])[CH:27]=2)[NH:22][C:21]1=O.CCN=C=NCCCN(C)C.Cl[C:44]1[S:54][C:47]2[NH:48][C:49]([C:51](O)=[O:52])=[CH:50][C:46]=2[CH:45]=1. (5) The catalyst is CC(C)=O. The reactants are [C:1]1([S:11](Cl)(=[O:13])=[O:12])[C:10]2[C:5](=[CH:6][CH:7]=[CH:8][CH:9]=2)[CH:4]=[CH:3][CH:2]=1.[OH-].[NH4+:16]. The product is [C:1]1([S:11]([NH2:16])(=[O:13])=[O:12])[C:10]2[C:5](=[CH:6][CH:7]=[CH:8][CH:9]=2)[CH:4]=[CH:3][CH:2]=1. The yield is 0.902. (6) The reactants are Br[C:2]1[N:10]([CH2:11][C:12]2[C:17]([F:18])=[CH:16][CH:15]=[CH:14][C:13]=2[Cl:19])[C:9]2[C:8](=[O:20])[N:7]([CH3:21])[C:6](=[O:22])[NH:5][C:4]=2[N:3]=1.C([O-])([O-])=O.[K+].[K+].I[CH2:30][CH3:31].[NH:32]1[CH2:37][CH2:36][CH2:35][CH2:34][CH2:33]1. The catalyst is CN(C=O)C.O.CS(C)=O. The product is [Cl:19][C:13]1[CH:14]=[CH:15][CH:16]=[C:17]([F:18])[C:12]=1[CH2:11][N:10]1[C:9]2[C:8](=[O:20])[N:7]([CH3:21])[C:6](=[O:22])[N:5]([CH2:30][CH3:31])[C:4]=2[N:3]=[C:2]1[N:32]1[CH2:37][CH2:36][CH2:35][CH2:34][CH2:33]1. The yield is 0.540. (7) The reactants are [CH:1]1([C:10](O)=[O:11])[C:9]2[C:4](=[CH:5][CH:6]=[CH:7][CH:8]=2)[CH2:3][CH2:2]1.[H-].[Al+3].[Li+].[H-].[H-].[H-].O.C(OCC)(=O)C. The catalyst is O1CCCC1. The product is [CH:1]1([CH2:10][OH:11])[C:9]2[C:4](=[CH:5][CH:6]=[CH:7][CH:8]=2)[CH2:3][CH2:2]1. The yield is 0.910. (8) The reactants are [F:1][C:2]1[CH:3]=[C:4]2[C:9](=[CH:10][C:11]=1[F:12])[NH:8][C:7](=[O:13])[CH2:6][CH2:5]2.[H-].[Na+].[Cl:16][CH2:17][CH2:18][CH2:19]I. The catalyst is CN(C=O)C. The product is [Cl:16][CH2:17][CH2:18][CH2:19][N:8]1[C:9]2[C:4](=[CH:3][C:2]([F:1])=[C:11]([F:12])[CH:10]=2)[CH2:5][CH2:6][C:7]1=[O:13]. The yield is 0.470. (9) The product is [ClH:1].[CH3:29][C:28]1[CH:27]=[CH:26][N:25]=[CH:24][C:23]=1[N:20]1[CH2:21][CH2:22][N:18]([C:16]2[S:17][C:11]3[CH2:10][NH:9][CH2:14][CH2:13][C:12]=3[CH:15]=2)[C:19]1=[O:30]. The catalyst is CO.C(Cl)Cl. The reactants are [ClH:1].C(OC([N:9]1[CH2:14][CH2:13][C:12]2[CH:15]=[C:16]([N:18]3[CH2:22][CH2:21][N:20]([C:23]4[CH:24]=[N:25][CH:26]=[CH:27][C:28]=4[CH3:29])[C:19]3=[O:30])[S:17][C:11]=2[CH2:10]1)=O)(C)(C)C. The yield is 0.610.